The task is: Predict which catalyst facilitates the given reaction.. This data is from Catalyst prediction with 721,799 reactions and 888 catalyst types from USPTO. (1) Reactant: [NH2:1][C:2]1[CH:3]=[CH:4][C:5]([OH:25])=[C:6]([CH:24]=1)[C:7]([NH:9][C:10]1[CH:15]=[C:14]([C:16]([F:19])([F:18])[F:17])[CH:13]=[C:12]([C:20]([F:23])([F:22])[F:21])[CH:11]=1)=[O:8].N1C=CC=CC=1.O1CCCC1.[C:37](Cl)(=[O:44])[C:38]1[CH:43]=[CH:42][CH:41]=[CH:40][CH:39]=1. Product: [C:37]([NH:1][C:2]1[CH:3]=[CH:4][C:5]([OH:25])=[C:6]([CH:24]=1)[C:7]([NH:9][C:10]1[CH:11]=[C:12]([C:20]([F:21])([F:22])[F:23])[CH:13]=[C:14]([C:16]([F:17])([F:18])[F:19])[CH:15]=1)=[O:8])(=[O:44])[C:38]1[CH:43]=[CH:42][CH:41]=[CH:40][CH:39]=1. The catalyst class is: 6. (2) The catalyst class is: 22. Product: [CH2:1]([N:8]1[C:13](=[O:14])[C:12]2=[CH:15][CH:16]=[CH:17][N:11]2[N:10]=[C:9]1[CH:18]([N:21]([CH:22]1[CH2:27][CH2:26][CH2:25][CH2:24][CH2:23]1)[C:28](=[O:35])[C:29]1[CH:34]=[CH:33][CH:32]=[CH:31][CH:30]=1)[CH2:19][CH3:20])[C:2]1[CH:3]=[CH:4][CH:5]=[CH:6][CH:7]=1. Reactant: [CH2:1]([N:8]1[C:13](=[O:14])[C:12]2=[CH:15][CH:16]=[CH:17][N:11]2[N:10]=[C:9]1[CH:18]([NH:21][CH:22]1[CH2:27][CH2:26][CH2:25][CH2:24][CH2:23]1)[CH2:19][CH3:20])[C:2]1[CH:7]=[CH:6][CH:5]=[CH:4][CH:3]=1.[C:28](Cl)(=[O:35])[C:29]1[CH:34]=[CH:33][CH:32]=[CH:31][CH:30]=1.C(N(CC)CC)C. (3) Reactant: [C:1]([O:5][C:6](=[O:15])[NH:7][CH2:8][C:9]1[S:10][C:11](Br)=[CH:12][CH:13]=1)([CH3:4])([CH3:3])[CH3:2].C(OC([N:23]1[C:27]2=[N:28][CH:29]=[CH:30][CH:31]=[C:26]2[C:25](B2OC(C)(C)C(C)(C)O2)=[CH:24]1)=O)(C)(C)C.ClCCl.O1CCOCC1.C(=O)([O-])[O-].[Na+].[Na+]. Product: [C:1]([O:5][C:6](=[O:15])[NH:7][CH2:8][C:9]1[S:10][C:11]([C:25]2[C:26]3[C:27](=[N:28][CH:29]=[CH:30][CH:31]=3)[NH:23][CH:24]=2)=[CH:12][CH:13]=1)([CH3:4])([CH3:3])[CH3:2]. The catalyst class is: 587. (4) Reactant: [Br:1][C:2]1[CH:7]=[CH:6][N:5]=[C:4]([NH2:8])[CH:3]=1.Cl/[C:10](/[CH:16]=O)=[C:11](\[O:13][CH2:14][CH3:15])/[O-:12].[K+].S(=O)(=O)(O)O. Product: [Br:1][C:2]1[CH:7]=[CH:6][N:5]2[C:10]([C:11]([O:13][CH2:14][CH3:15])=[O:12])=[CH:16][N:8]=[C:4]2[CH:3]=1. The catalyst class is: 8. (5) Reactant: [CH:1]1([C:4]2[C:13]([CH2:14][C:15]3[CH:20]=[CH:19][C:18]([N:21]4[CH:25]=[CH:24][CH:23]=[N:22]4)=[CH:17][CH:16]=3)=[C:12]([CH3:26])[C:11]3[C:10]([OH:27])=[CH:9][CH:8]=[C:7]([F:28])[C:6]=3[N:5]=2)[CH2:3][CH2:2]1.C(=O)([O-])[O-].[K+].[K+].CN(C)C=O.Br[CH2:41][C:42]([O:44][CH3:45])=[O:43]. Product: [CH3:45][O:44][C:42](=[O:43])[CH2:41][O:27][C:10]1[CH:9]=[CH:8][C:7]([F:28])=[C:6]2[C:11]=1[C:12]([CH3:26])=[C:13]([CH2:14][C:15]1[CH:20]=[CH:19][C:18]([N:21]3[CH:25]=[CH:24][CH:23]=[N:22]3)=[CH:17][CH:16]=1)[C:4]([CH:1]1[CH2:2][CH2:3]1)=[N:5]2. The catalyst class is: 6.